From a dataset of Forward reaction prediction with 1.9M reactions from USPTO patents (1976-2016). Predict the product of the given reaction. (1) The product is: [CH:17]1([N:16]2[C:15]3[C:14]4[CH:13]=[CH:12][CH:11]=[C:10]([O:22][CH3:23])[C:9]=4[N:8]=[CH:7][C:6]=3[C:4](=[O:3])[N:24]([C:27]3[CH:32]=[CH:31][C:30]([CH3:33])=[CH:29][CH:28]=3)[C:25]2=[O:26])[CH2:18][CH2:19][CH2:20][CH2:21]1. Given the reactants C([O:3][C:4]([C:6]1[CH:7]=[N:8][C:9]2[C:14]([C:15]=1[NH:16][CH:17]1[CH2:21][CH2:20][CH2:19][CH2:18]1)=[CH:13][CH:12]=[CH:11][C:10]=2[O:22][CH3:23])=O)C.[N:24]([C:27]1[CH:32]=[CH:31][C:30]([CH3:33])=[CH:29][CH:28]=1)=[C:25]=[O:26], predict the reaction product. (2) The product is: [CH2:1]([NH:3][C:4](=[O:5])[NH:6][C:7]1[S:8][C:9]([C:13]2[CH:14]=[CH:15][C:16]([O:19][CH3:20])=[C:17]([S:22]([Cl:21])(=[O:24])=[O:23])[CH:18]=2)=[C:10]([CH3:12])[N:11]=1)[CH3:2]. Given the reactants [CH2:1]([NH:3][C:4]([NH:6][C:7]1[S:8][C:9]([C:13]2[CH:18]=[CH:17][C:16]([O:19][CH3:20])=[CH:15][CH:14]=2)=[C:10]([CH3:12])[N:11]=1)=[O:5])[CH3:2].[Cl:21][S:22](O)(=[O:24])=[O:23], predict the reaction product. (3) Given the reactants [H-].[Na+].[NH:3]1[CH2:9][CH2:8][CH2:7][CH2:6][C:5]2[CH:10]=[CH:11][CH:12]=[CH:13][C:4]1=2.Br[CH2:15][C:16](=[O:22])[C:17]([O:19][CH2:20][CH3:21])=[O:18], predict the reaction product. The product is: [CH2:20]([O:19][C:17](=[O:18])[C:16](=[O:22])[CH2:15][N:3]1[CH2:9][CH2:8][CH2:7][CH2:6][C:5]2[CH:10]=[CH:11][CH:12]=[CH:13][C:4]1=2)[CH3:21].